Dataset: Full USPTO retrosynthesis dataset with 1.9M reactions from patents (1976-2016). Task: Predict the reactants needed to synthesize the given product. (1) Given the product [CH3:18][O:17][C:14]1[CH:15]=[CH:16][C:11]([CH2:10][N:5]2[C:4](=[O:19])[C:3]3[NH:20][C:21]([CH2:22][CH2:23][CH2:24][O:25][C:26]4[CH:31]=[CH:30][CH:29]=[C:28]([O:32][C:33]([F:36])([F:35])[F:34])[CH:27]=4)=[N:1][C:2]=3[N:7]([CH3:8])[C:6]2=[O:9])=[CH:12][CH:13]=1, predict the reactants needed to synthesize it. The reactants are: [NH2:1][C:2]1[N:7]([CH3:8])[C:6](=[O:9])[N:5]([CH2:10][C:11]2[CH:16]=[CH:15][C:14]([O:17][CH3:18])=[CH:13][CH:12]=2)[C:4](=[O:19])[C:3]=1[NH:20][C:21](=O)[CH2:22][CH2:23][CH2:24][O:25][C:26]1[CH:31]=[CH:30][CH:29]=[C:28]([O:32][C:33]([F:36])([F:35])[F:34])[CH:27]=1.[OH-].[Na+].[Cl-].[NH4+]. (2) Given the product [CH2:9]([O:8][CH2:7][C:6]([CH2:17][O:18][CH2:23][CH:22]=[CH2:21])([CH2:12][O:13][CH2:14][CH:15]=[CH2:16])[CH2:5][O:4][CH2:1][CH:2]=[CH2:3])[CH:10]=[CH2:11], predict the reactants needed to synthesize it. The reactants are: [CH2:1]([O:4][CH2:5][C:6]([CH2:17][OH:18])([CH2:12][O:13][CH2:14][CH:15]=[CH2:16])[CH2:7][O:8][CH2:9][CH:10]=[CH2:11])[CH:2]=[CH2:3].[H-].[Na+].[CH2:21](Br)[CH:22]=[CH2:23].